The task is: Predict the product of the given reaction.. This data is from Forward reaction prediction with 1.9M reactions from USPTO patents (1976-2016). (1) The product is: [Br:47][C:48]1[CH:49]=[CH:50][C:51]2[N:52]([CH:55]=[C:56]([CH2:58][C@@H:59]3[CH2:64][CH2:63][CH2:62][CH2:61][N:60]3[C:7]([C:5]3[N:6]=[C:2]([CH3:1])[S:3][C:4]=3[C:10]3[CH:15]=[CH:14][CH:13]=[CH:12][CH:11]=3)=[O:9])[N:57]=2)[C:53]=1[CH3:54]. Given the reactants [CH3:1][C:2]1[S:3][C:4]([C:10]2[CH:15]=[CH:14][CH:13]=[CH:12][CH:11]=2)=[C:5]([C:7]([OH:9])=O)[N:6]=1.CCN(C(C)C)C(C)C.CN(C(ON1N=NC2C=CC=CC1=2)=[N+](C)C)C.[B-](F)(F)(F)F.[Br:47][C:48]1[CH:49]=[CH:50][C:51]2[N:52]([CH:55]=[C:56]([CH2:58][C@@H:59]3[CH2:64][CH2:63][CH2:62][CH2:61][NH:60]3)[N:57]=2)[C:53]=1[CH3:54], predict the reaction product. (2) Given the reactants [C:1]([C:4]12[CH2:11][CH2:10][C:7]([NH:12][CH2:13][C:14]([N:16]3[CH2:20][C@@H:19]([F:21])[CH2:18][C@H:17]3[C:22]#[N:23])=[O:15])([CH2:8][CH2:9]1)[CH2:6][CH2:5]2)(O)=[O:2].[CH3:24][C:25]1[CH:32]=[CH:31][C:28]([CH2:29][NH2:30])=[CH:27][CH:26]=1, predict the reaction product. The product is: [F:21][C@@H:19]1[CH2:20][N:16]([C:14](=[O:15])[CH2:13][NH:12][C:7]23[CH2:10][CH2:11][C:4]([C:1]([NH:30][CH2:29][C:28]4[CH:31]=[CH:32][C:25]([CH3:24])=[CH:26][CH:27]=4)=[O:2])([CH2:9][CH2:8]2)[CH2:5][CH2:6]3)[C@H:17]([C:22]#[N:23])[CH2:18]1.